This data is from Experimentally validated miRNA-target interactions with 360,000+ pairs, plus equal number of negative samples. The task is: Binary Classification. Given a miRNA mature sequence and a target amino acid sequence, predict their likelihood of interaction. The protein sequence of the target gene is MAGISYVASFFLLLTKLSIGQREVTVQKGPLFRAEGYPVSIGCNVTGHQGPSEQHFQWSVYLPTNPTQEVQIISTKDAAFSYAVYTQRVRSGDVYVERVQGNSVLLHISKLQMKDAGEYECHTPNTDEKYYGSYSAKTNLIVIPDTLSATMSSQTLGKEEGEPLALTCEASKATAQHTHLSVTWYLTQDGGGSQATEIISLSKDFILVPGPLYTERFAASDVQLNKLGPTTFRLSIERLQSSDQGQLFCEATEWIQDPDETWMFITKKQTDQTTLRIQPAVKDFQVNITADSLFAEGKPL.... The miRNA is hsa-miR-513b-5p with sequence UUCACAAGGAGGUGUCAUUUAU. Result: 1 (interaction).